From a dataset of Reaction yield outcomes from USPTO patents with 853,638 reactions. Predict the reaction yield, written as a fraction of the theoretical maximum amount of product (1.0 means a 100% yield; for example, 0.34 means a 34% yield). (1) The reactants are [ClH:1].C([N:9]1[CH2:20][CH:19]2[CH2:21][CH:11]([CH2:12][C:13]3[C:14]([O:22][CH3:23])=[CH:15][CH:16]=[CH:17][C:18]=32)[CH2:10]1)C1C=CC=CC=1.C([O-])=O.[NH4+]. The catalyst is CO.[Pd]. The product is [ClH:1].[CH3:23][O:22][C:14]1[C:13]2[CH2:12][CH:11]3[CH2:21][CH:19]([CH2:20][NH:9][CH2:10]3)[C:18]=2[CH:17]=[CH:16][CH:15]=1. The yield is 0.810. (2) The reactants are [NH2:1][C:2]1[CH:10]=[CH:9][C:5]([C:6]([OH:8])=O)=[CH:4][C:3]=1[O:11][CH3:12].C(N(CC)CC)C.Cl.CN(C)CCCN=C=NCC.[NH2:32][CH2:33][CH2:34][OH:35]. The catalyst is C(Cl)Cl.C(O)(C)C.C(Cl)(Cl)Cl. The product is [NH2:1][C:2]1[CH:10]=[CH:9][C:5]([C:6]([NH:32][CH2:33][CH2:34][OH:35])=[O:8])=[CH:4][C:3]=1[O:11][CH3:12]. The yield is 0.170. (3) The product is [CH2:1]([O:3][C:4](=[O:32])[C:5]([O:8][C:9]1[CH:10]=[CH:11][C:12]([O:15][CH2:16][CH2:17][C:18]2[N:19]=[C:20]([C:24]3[CH:29]=[CH:28][C:27]([C:30](=[O:34])[NH2:31])=[CH:26][CH:25]=3)[O:21][C:22]=2[CH3:23])=[CH:13][CH:14]=1)([CH3:7])[CH3:6])[CH3:2]. The catalyst is CS(C)=O. The reactants are [CH2:1]([O:3][C:4](=[O:32])[C:5]([O:8][C:9]1[CH:14]=[CH:13][C:12]([O:15][CH2:16][CH2:17][C:18]2[N:19]=[C:20]([C:24]3[CH:29]=[CH:28][C:27]([C:30]#[N:31])=[CH:26][CH:25]=3)[O:21][C:22]=2[CH3:23])=[CH:11][CH:10]=1)([CH3:7])[CH3:6])[CH3:2].C(=O)([O-])[O-:34].[K+].[K+].OO. The yield is 0.930. (4) The reactants are [C:1]([NH:4][C:5]1[C:10]([C:11]2[C:16]([CH3:17])=[CH:15][C:14]([O:18][CH2:19][C:20]3([OH:28])[CH2:25][CH2:24][S:23](=[O:27])(=[O:26])[CH2:22][CH2:21]3)=[CH:13][C:12]=2[CH3:29])=[CH:9][C:8]([CH2:30][N:31](S(C2C=CC=CC=2[N+]([O-])=O)(=O)=O)[C:32]2[CH:37]=[CH:36][C:35]([CH2:38][CH2:39][C:40]([O:42][CH2:43][CH3:44])=[O:41])=[C:34]([F:45])[CH:33]=2)=[CH:7][CH:6]=1)(=[O:3])[CH3:2].SCC(O)=O.O.[OH-].[Li+]. The catalyst is CN(C)C=O.[Cl-].[Na+].O. The product is [C:1]([NH:4][C:5]1[C:10]([C:11]2[C:16]([CH3:17])=[CH:15][C:14]([O:18][CH2:19][C:20]3([OH:28])[CH2:25][CH2:24][S:23](=[O:26])(=[O:27])[CH2:22][CH2:21]3)=[CH:13][C:12]=2[CH3:29])=[CH:9][C:8]([CH2:30][NH:31][C:32]2[CH:37]=[CH:36][C:35]([CH2:38][CH2:39][C:40]([O:42][CH2:43][CH3:44])=[O:41])=[C:34]([F:45])[CH:33]=2)=[CH:7][CH:6]=1)(=[O:3])[CH3:2]. The yield is 0.920. (5) The reactants are [OH-:1].[Na+:2].CO.[CH:5]1[N:9]=[CH:8][N:7]([CH2:10][C:11]([P:17]([OH:20])([OH:19])=[O:18])([P:13]([OH:16])([OH:15])=[O:14])[OH:12])[CH:6]=1. The catalyst is O. The product is [CH:5]1[N:9]=[CH:8][N:7]([CH2:10][C:11]([P:13]([O-:16])([OH:15])=[O:14])([P:17]([O-:19])([OH:20])=[O:18])[OH:12])[CH:6]=1.[OH2:1].[OH2:12].[OH2:12].[OH2:12].[Na+:2].[Na+:2]. The yield is 0.990.